The task is: Predict the reactants needed to synthesize the given product.. This data is from Full USPTO retrosynthesis dataset with 1.9M reactions from patents (1976-2016). (1) The reactants are: [Br:1][C:2]1[CH:10]=[C:9]2[C:5]([CH2:6][C:7](=[O:11])[NH:8]2)=[CH:4][CH:3]=1.[CH:12](NC(C)C)(C)[CH3:13].[Li]CCCC.BrCCBr. Given the product [Br:1][C:2]1[CH:10]=[C:9]2[C:5]([C:6]3([CH2:13][CH2:12]3)[C:7](=[O:11])[NH:8]2)=[CH:4][CH:3]=1, predict the reactants needed to synthesize it. (2) The reactants are: [N:1]1[CH:6]=[CH:5][C:4]([NH2:7])=[N:3][CH:2]=1.[Cl:8][C:9]1[C:14]([C:15]#[N:16])=[CH:13][C:12]([C:17]2[C:26]3[C:21](=[CH:22][C:23]([S:27](OC4C(F)=C(F)C(F)=C(F)C=4F)(=[O:29])=[O:28])=[CH:24][CH:25]=3)[CH:20]=[CH:19][N:18]=2)=[C:11]([O:42][CH3:43])[CH:10]=1.[Li+].C[Si]([N-][Si](C)(C)C)(C)C.Cl.O1CCOCC1. Given the product [Cl:8][C:9]1[C:14]([C:15]#[N:16])=[CH:13][C:12]([C:17]2[C:26]3[C:21](=[CH:22][C:23]([S:27]([NH:7][C:4]4[CH:5]=[CH:6][N:1]=[CH:2][N:3]=4)(=[O:29])=[O:28])=[CH:24][CH:25]=3)[CH:20]=[CH:19][N:18]=2)=[C:11]([O:42][CH3:43])[CH:10]=1, predict the reactants needed to synthesize it. (3) Given the product [CH2:1]([O:3][C:4]([CH:6]1[CH2:11][CH2:10][CH2:9][N:8]([CH2:33][CH2:32][CH2:31][N:29]2[N:28]=[N:27][C:26]([C:22]3[CH:23]=[CH:24][CH:25]=[C:20]([I:19])[CH:21]=3)=[N:30]2)[CH2:7]1)=[O:5])[CH3:2], predict the reactants needed to synthesize it. The reactants are: [CH2:1]([O:3][C:4]([CH:6]1[CH2:11][CH2:10][CH2:9][NH:8][CH2:7]1)=[O:5])[CH3:2].C(N(CC)CC)C.[I:19][C:20]1[CH:21]=[C:22]([C:26]2[N:27]=[N:28][N:29]([CH2:31][CH2:32][CH2:33]OS(C)(=O)=O)[N:30]=2)[CH:23]=[CH:24][CH:25]=1. (4) The reactants are: Br[C:2]1[CH:16]=[CH:15][C:5]([C:6]([NH:8][CH:9]2[CH2:14][CH2:13][CH2:12][CH2:11][CH2:10]2)=[O:7])=[C:4]([F:17])[CH:3]=1.[Cu](C#N)[C:19]#[N:20].C(N)CN. Given the product [C:19]([C:2]1[CH:16]=[CH:15][C:5]([C:6]([NH:8][CH:9]2[CH2:14][CH2:13][CH2:12][CH2:11][CH2:10]2)=[O:7])=[C:4]([F:17])[CH:3]=1)#[N:20], predict the reactants needed to synthesize it.